This data is from NCI-60 drug combinations with 297,098 pairs across 59 cell lines. The task is: Regression. Given two drug SMILES strings and cell line genomic features, predict the synergy score measuring deviation from expected non-interaction effect. (1) Synergy scores: CSS=-0.722, Synergy_ZIP=-2.17, Synergy_Bliss=-1.79, Synergy_Loewe=-1.34, Synergy_HSA=-2.09. Drug 2: COCCOC1=C(C=C2C(=C1)C(=NC=N2)NC3=CC=CC(=C3)C#C)OCCOC.Cl. Drug 1: CCC(=C(C1=CC=CC=C1)C2=CC=C(C=C2)OCCN(C)C)C3=CC=CC=C3.C(C(=O)O)C(CC(=O)O)(C(=O)O)O. Cell line: COLO 205. (2) Synergy scores: CSS=22.8, Synergy_ZIP=-0.731, Synergy_Bliss=-0.138, Synergy_Loewe=3.77, Synergy_HSA=4.34. Drug 2: CC1CCC2CC(C(=CC=CC=CC(CC(C(=O)C(C(C(=CC(C(=O)CC(OC(=O)C3CCCCN3C(=O)C(=O)C1(O2)O)C(C)CC4CCC(C(C4)OC)O)C)C)O)OC)C)C)C)OC. Drug 1: COC1=C(C=C2C(=C1)N=CN=C2NC3=CC(=C(C=C3)F)Cl)OCCCN4CCOCC4. Cell line: SF-539. (3) Drug 1: C1CN(CCN1C(=O)CCBr)C(=O)CCBr. Drug 2: COCCOC1=C(C=C2C(=C1)C(=NC=N2)NC3=CC=CC(=C3)C#C)OCCOC.Cl. Cell line: SR. Synergy scores: CSS=74.6, Synergy_ZIP=-2.70, Synergy_Bliss=-3.37, Synergy_Loewe=-8.02, Synergy_HSA=-3.69. (4) Drug 1: C1=NC(=NC(=O)N1C2C(C(C(O2)CO)O)O)N. Drug 2: COCCOC1=C(C=C2C(=C1)C(=NC=N2)NC3=CC=CC(=C3)C#C)OCCOC.Cl. Cell line: KM12. Synergy scores: CSS=43.9, Synergy_ZIP=-0.494, Synergy_Bliss=0.138, Synergy_Loewe=-9.54, Synergy_HSA=1.22. (5) Drug 1: CC=C1C(=O)NC(C(=O)OC2CC(=O)NC(C(=O)NC(CSSCCC=C2)C(=O)N1)C(C)C)C(C)C. Drug 2: C1C(C(OC1N2C=NC3=C2NC=NCC3O)CO)O. Cell line: MALME-3M. Synergy scores: CSS=35.5, Synergy_ZIP=0.694, Synergy_Bliss=2.76, Synergy_Loewe=-26.2, Synergy_HSA=0.0731.